Dataset: Forward reaction prediction with 1.9M reactions from USPTO patents (1976-2016). Task: Predict the product of the given reaction. Given the reactants [CH3:1][O:2][C:3](=[O:15])[C:4]1[CH:9]=[CH:8][CH:7]=[C:6]([C:10](=O)[CH:11](Br)[CH3:12])[CH:5]=1.[CH:16]([NH2:18])=[O:17], predict the reaction product. The product is: [CH3:1][O:2][C:3](=[O:15])[C:4]1[CH:9]=[CH:8][CH:7]=[C:6]([C:10]2[N:18]=[CH:16][O:17][C:11]=2[CH3:12])[CH:5]=1.